Task: Predict the reactants needed to synthesize the given product.. Dataset: Full USPTO retrosynthesis dataset with 1.9M reactions from patents (1976-2016) (1) Given the product [CH2:16]([N:23]1[CH:27]=[CH:26][C:25]([NH:28][C:2]2[CH:3]=[CH:4][C:5]([N:10]3[CH:14]=[C:13]([CH3:15])[N:12]=[CH:11]3)=[C:6]([CH:9]=2)[C:7]#[N:8])=[N:24]1)[C:17]1[CH:18]=[CH:19][CH:20]=[CH:21][CH:22]=1, predict the reactants needed to synthesize it. The reactants are: Br[C:2]1[CH:3]=[CH:4][C:5]([N:10]2[CH:14]=[C:13]([CH3:15])[N:12]=[CH:11]2)=[C:6]([CH:9]=1)[C:7]#[N:8].[CH2:16]([N:23]1[CH:27]=[CH:26][C:25]([NH2:28])=[N:24]1)[C:17]1[CH:22]=[CH:21][CH:20]=[CH:19][CH:18]=1. (2) Given the product [OH:26][CH:27]([C:55]1[CH:56]=[CH:57][C:58]([C:59]#[N:60])=[CH:61][CH:62]=1)[CH2:28][O:29][CH2:30][C:31]1[N:32]=[CH:33][N:34]([C:36]([C:43]2[CH:44]=[CH:45][CH:46]=[CH:47][CH:48]=2)([C:37]2[CH:42]=[CH:41][CH:40]=[CH:39][CH:38]=2)[C:49]2[CH:50]=[CH:51][CH:52]=[CH:53][CH:54]=2)[CH:35]=1, predict the reactants needed to synthesize it. The reactants are: [F-].C([N+](CCCC)(CCCC)CCCC)CCC.[Si]([O:26][CH:27]([C:55]1[CH:62]=[CH:61][C:58]([C:59]#[N:60])=[CH:57][CH:56]=1)[CH2:28][O:29][CH2:30][C:31]1[N:32]=[CH:33][N:34]([C:36]([C:49]2[CH:54]=[CH:53][CH:52]=[CH:51][CH:50]=2)([C:43]2[CH:48]=[CH:47][CH:46]=[CH:45][CH:44]=2)[C:37]2[CH:42]=[CH:41][CH:40]=[CH:39][CH:38]=2)[CH:35]=1)(C(C)(C)C)(C)C. (3) Given the product [OH:3][NH:2][C:9](=[NH:15])[CH2:10][CH2:11][CH2:12][CH2:13][CH2:14][CH3:16], predict the reactants needed to synthesize it. The reactants are: Cl.[NH2:2][OH:3].C(=O)(O)[O-].[Na+].[C:9](#[N:15])[CH2:10][CH2:11][CH2:12][CH2:13][CH3:14].[C:16]1(C)C=CC=CC=1. (4) Given the product [Cl:1][C:2]1[CH:3]=[C:4]([CH2:5][OH:6])[CH:8]=[C:9]([S:11]([CH3:14])(=[O:12])=[O:13])[CH:10]=1, predict the reactants needed to synthesize it. The reactants are: [Cl:1][C:2]1[CH:3]=[C:4]([CH:8]=[C:9]([S:11]([CH3:14])(=[O:13])=[O:12])[CH:10]=1)[C:5](O)=[O:6]. (5) Given the product [CH3:1][C:2]1([CH3:27])[CH2:10][C:9]2[C:4](=[CH:5][CH:6]=[C:7]([N:11]([C:20]([O:22][C:23]([CH3:26])([CH3:25])[CH3:24])=[O:21])[NH:12][C:13]([O:15][C:16]([CH3:17])([CH3:18])[CH3:19])=[O:14])[CH:8]=2)[CH2:3]1.[CH3:1][C:2]1([CH3:27])[CH2:10][C:9]2[C:4](=[CH:5][CH:6]=[C:7]([N:11]3[C:37](=[O:36])[CH2:38][C:39]([CH3:40])=[N:12]3)[CH:8]=2)[CH2:3]1, predict the reactants needed to synthesize it. The reactants are: [CH3:1][C:2]1([CH3:27])[CH:10]=[C:9]2[C:4]([CH:5]=[CH:6][C:7]([N:11]([C:20]([O:22][C:23]([CH3:26])([CH3:25])[CH3:24])=[O:21])[NH:12][C:13]([O:15][C:16]([CH3:19])([CH3:18])[CH3:17])=[O:14])=[CH:8]2)=[CH:3]1.FC(F)(F)C(O)=O.C[O:36][C:37](=O)[CH2:38][C:39](=O)[CH3:40]. (6) Given the product [CH2:1]([O:8][C:9]1[CH:10]=[C:11]2[C:16](=[CH:17][CH:18]=1)[C:15](=[O:19])[N:14]([CH2:20][CH:21]([CH3:23])[CH3:22])[C:13]([CH2:24][Cl:35])=[C:12]2[C:26]1[CH:31]=[CH:30][CH:29]=[CH:28][C:27]=1[F:32])[C:2]1[CH:7]=[CH:6][CH:5]=[CH:4][CH:3]=1, predict the reactants needed to synthesize it. The reactants are: [CH2:1]([O:8][C:9]1[CH:10]=[C:11]2[C:16](=[CH:17][CH:18]=1)[C:15](=[O:19])[N:14]([CH2:20][CH:21]([CH3:23])[CH3:22])[C:13]([CH2:24]O)=[C:12]2[C:26]1[CH:31]=[CH:30][CH:29]=[CH:28][C:27]=1[F:32])[C:2]1[CH:7]=[CH:6][CH:5]=[CH:4][CH:3]=1.S(Cl)([Cl:35])=O.C(=O)([O-])O.[Na+]. (7) Given the product [Br:19][CH2:20][CH2:21][O:1][C:2]1[CH:9]=[C:8]([N+:10]([O-:12])=[O:11])[CH:7]=[CH:6][C:3]=1[C:4]#[N:5], predict the reactants needed to synthesize it. The reactants are: [OH:1][C:2]1[CH:9]=[C:8]([N+:10]([O-:12])=[O:11])[CH:7]=[CH:6][C:3]=1[C:4]#[N:5].C([O-])([O-])=O.[K+].[K+].[Br:19][CH2:20][CH2:21]Br.